From a dataset of Reaction yield outcomes from USPTO patents with 853,638 reactions. Predict the reaction yield, written as a fraction of the theoretical maximum amount of product (1.0 means a 100% yield; for example, 0.34 means a 34% yield). (1) The reactants are [C@:1]12(CS(O)(=O)=O)[C:2](C)([CH3:4])[CH:1]([CH2:7][CH2:7]1)[CH2:4][C:2]2=O.[NH2:16][C@:17]1([C:24]([O:26][CH2:27][CH3:28])=[O:25])[CH2:21][C:20](=[O:22])[NH:19][C:18]1=[O:23].C([O-])(O)=O.[Na+].COC1CCC(OC)O1. The catalyst is C(O)(=O)C.C(OCC)(=O)C.O. The product is [O:23]=[C:18]1[C@@:17]([N:16]2[CH:4]=[CH:2][CH:1]=[CH:7]2)([C:24]([O:26][CH2:27][CH3:28])=[O:25])[CH2:21][C:20](=[O:22])[NH:19]1. The yield is 0.940. (2) The reactants are [NH2:1][C:2]1[CH:3]=[C:4]([C:7]([Br:10])=[CH:8][N:9]=1)[C:5]#[N:6].C([O-])(O)=O.[Na+].Cl[CH2:17][CH:18]=O. The catalyst is CCO. The product is [Br:10][C:7]1[C:4]([C:5]#[N:6])=[CH:3][C:2]2[N:9]([CH:17]=[CH:18][N:1]=2)[CH:8]=1. The yield is 0.530. (3) The reactants are N[C:2]1[CH:7]=[C:6]([CH3:8])[CH:5]=[C:4]([CH3:9])[N:3]=1.[Cl-:10].[Na+].N([O-])=O.[Na+].C(=O)(O)[O-]. The catalyst is Cl.O. The product is [Cl:10][C:2]1[CH:7]=[C:6]([CH3:8])[CH:5]=[C:4]([CH3:9])[N:3]=1. The yield is 0.380. (4) The reactants are [Br:1][C:2]1[CH:3]=[C:4]([CH:9]=[C:10]([Br:13])[C:11]=1[CH3:12])[C:5]([O:7][CH3:8])=[O:6].[Br:14]NC(=O)CCC(N)=O.N(C(C)(C)C#N)=NC(C)(C)C#N. The catalyst is C(Cl)(Cl)(Cl)Cl. The product is [CH3:8][O:7][C:5](=[O:6])[C:4]1[CH:3]=[C:2]([Br:1])[C:11]([CH2:12][Br:14])=[C:10]([Br:13])[CH:9]=1. The yield is 0.990. (5) The reactants are [CH2:1]([O:3][C:4]1[CH:5]=[C:6]([C@H:12]([N:18]2[C:26](=[O:27])[C:25]3[C:20](=[CH:21][CH:22]=[CH:23][C:24]=3[NH:28][C:29]([CH:31]3[CH2:33][CH2:32]3)=[O:30])[CH2:19]2)[CH2:13][C:14](=[O:17])[NH:15][OH:16])[CH:7]=[CH:8][C:9]=1[O:10][CH3:11])[CH3:2].[C:34](Cl)(=[O:38])[CH:35]([CH3:37])[CH3:36]. The catalyst is C(#N)C. The product is [CH2:1]([O:3][C:4]1[CH:5]=[C:6]([C@H:12]([N:18]2[C:26](=[O:27])[C:25]3[C:20](=[CH:21][CH:22]=[CH:23][C:24]=3[NH:28][C:29]([CH:31]3[CH2:33][CH2:32]3)=[O:30])[CH2:19]2)[CH2:13][C:14](=[O:17])[NH:15][O:16][C:34](=[O:38])[CH:35]([CH3:37])[CH3:36])[CH:7]=[CH:8][C:9]=1[O:10][CH3:11])[CH3:2]. The yield is 0.660. (6) The reactants are [CH2:1]([O:3][C:4]1[C:8]([CH2:9][CH2:10][CH2:11][OH:12])=[CH:7][N:6]([C:13]2[CH:18]=[CH:17][C:16]([C:19]([F:22])([F:21])[F:20])=[CH:15][N:14]=2)[N:5]=1)[CH3:2].O[C:24]1[C:28]([CH2:29][CH2:30][CH3:31])=[CH:27][N:26](C(OC(C)(C)C)=O)[N:25]=1.C(P(CCCC)CCCC)CCC.N(C(N1CCCCC1)=O)=NC(N1CCCCC1)=O. The catalyst is O1CCCC1. The product is [CH2:1]([O:3][C:4]1[C:8]([CH2:9][CH2:10][CH2:11][O:12][C:24]2[C:28]([CH2:29][CH2:30][CH3:31])=[CH:27][NH:26][N:25]=2)=[CH:7][N:6]([C:13]2[CH:18]=[CH:17][C:16]([C:19]([F:21])([F:20])[F:22])=[CH:15][N:14]=2)[N:5]=1)[CH3:2]. The yield is 0.890.